This data is from Reaction yield outcomes from USPTO patents with 853,638 reactions. The task is: Predict the reaction yield, written as a fraction of the theoretical maximum amount of product (1.0 means a 100% yield; for example, 0.34 means a 34% yield). (1) The reactants are [C:1]([O:5][C:6]([N:8]1[CH2:13][C:12](B2OC(C)(C)C(C)(C)O2)=[CH:11][CH2:10][CH2:9]1)=[O:7])([CH3:4])([CH3:3])[CH3:2].[NH2:23][C:24]1[CH:29]=[CH:28][C:27]([CH:30]2[CH2:35][CH2:34][N:33]([C:36](=[O:38])[CH3:37])[CH2:32][CH2:31]2)=[CH:26][C:25]=1Br.C([O-])([O-])=O.[Na+].[Na+]. The catalyst is C1(C)C=CC=CC=1.CCO.CCOC(C)=O.C1C=CC([P]([Pd]([P](C2C=CC=CC=2)(C2C=CC=CC=2)C2C=CC=CC=2)([P](C2C=CC=CC=2)(C2C=CC=CC=2)C2C=CC=CC=2)[P](C2C=CC=CC=2)(C2C=CC=CC=2)C2C=CC=CC=2)(C2C=CC=CC=2)C2C=CC=CC=2)=CC=1. The product is [C:1]([O:5][C:6]([N:8]1[CH2:13][C:12]([C:25]2[CH:26]=[C:27]([CH:30]3[CH2:35][CH2:34][N:33]([C:36](=[O:38])[CH3:37])[CH2:32][CH2:31]3)[CH:28]=[CH:29][C:24]=2[NH2:23])=[CH:11][CH2:10][CH2:9]1)=[O:7])([CH3:2])([CH3:3])[CH3:4]. The yield is 0.930. (2) The catalyst is C(Cl)Cl.CO.C(Cl)Cl.CN(C)C=O. The product is [NH2:69][C:66]1[N:65]=[CH:64][C:63]([C:44]2[N:43]=[C:42]3[C:47]([N:48]=[C:49]([N:50]4[CH2:55][CH2:54][N:53]([C:1](=[O:6])[C@@H:2]([OH:3])[CH3:4])[C@@H:52]([CH3:56])[CH2:51]4)[N:41]3[CH2:37][CH:38]([CH3:39])[CH3:40])=[C:46]([N:57]3[CH2:62][CH2:61][O:60][CH2:59][CH2:58]3)[N:45]=2)=[CH:68][N:67]=1. The yield is 0.530. The reactants are [C:1]([OH:6])(=O)[C@H:2]([CH3:4])[OH:3].O.ON1C2C=CC=CC=2N=N1.Cl.C(N=C=NCCCN(C)C)C.C(N(CC)CC)C.[CH2:37]([N:41]1[C:49]([N:50]2[CH2:55][CH2:54][NH:53][C@@H:52]([CH3:56])[CH2:51]2)=[N:48][C:47]2[C:42]1=[N:43][C:44]([C:63]1[CH:64]=[N:65][C:66]([NH2:69])=[N:67][CH:68]=1)=[N:45][C:46]=2[N:57]1[CH2:62][CH2:61][O:60][CH2:59][CH2:58]1)[CH:38]([CH3:40])[CH3:39]. (3) The reactants are [CH3:1][NH:2][C:3]1[CH:8]=[CH:7][C:6]([N+:9]([O-:11])=[O:10])=[CH:5][CH:4]=1.[Br:12]Br.C([O-])(O)=O.[Na+]. The catalyst is CC(O)=O.C(Cl)(Cl)Cl. The product is [Br:12][C:4]1[CH:5]=[C:6]([N+:9]([O-:11])=[O:10])[CH:7]=[CH:8][C:3]=1[NH:2][CH3:1].[Br:12][C:4]1[CH:5]=[C:6]([N+:9]([O-:11])=[O:10])[CH:7]=[CH:8][C:3]=1[NH:2][CH3:1]. The yield is 0.990. (4) The reactants are C(=O)([O-])[O-].[Na+].[Na+].CC1(C)C(C)(C)OB([C:15]2[CH:16]=[CH:17][C:18]([N:21]3[CH2:26][CH2:25][N:24]([C:27]([O:29][C:30]([CH3:33])([CH3:32])[CH3:31])=[O:28])[CH2:23][CH2:22]3)=[N:19][CH:20]=2)O1.Br[C:36]1[CH:37]=[N:38][C:39]([NH2:42])=[N:40][CH:41]=1. The catalyst is O.C(O)C.C1(C)C=CC=CC=1.CCOC(C)=O.C1C=CC([P]([Pd]([P](C2C=CC=CC=2)(C2C=CC=CC=2)C2C=CC=CC=2)([P](C2C=CC=CC=2)(C2C=CC=CC=2)C2C=CC=CC=2)[P](C2C=CC=CC=2)(C2C=CC=CC=2)C2C=CC=CC=2)(C2C=CC=CC=2)C2C=CC=CC=2)=CC=1. The product is [NH2:42][C:39]1[N:40]=[CH:41][C:36]([C:15]2[CH:16]=[CH:17][C:18]([N:21]3[CH2:22][CH2:23][N:24]([C:27]([O:29][C:30]([CH3:31])([CH3:32])[CH3:33])=[O:28])[CH2:25][CH2:26]3)=[N:19][CH:20]=2)=[CH:37][N:38]=1. The yield is 0.639. (5) The reactants are [CH3:1][O:2][C:3]1[CH:8]=[CH:7][CH:6]=[CH:5][C:4]=1[N+:9]([O-:11])=[O:10].CC(C)([O-])C.[K+].Cl[CH:19]([CH3:25])[C:20]([O:22][CH2:23][CH3:24])=[O:21]. The catalyst is CN(C)C=O.C(OCC)(=O)C. The product is [CH3:1][O:2][C:3]1[CH:8]=[C:7]([CH:19]([CH3:25])[C:20]([O:22][CH2:23][CH3:24])=[O:21])[CH:6]=[CH:5][C:4]=1[N+:9]([O-:11])=[O:10]. The yield is 0.140. (6) The reactants are C([Li])CCC.CCCCCC.Br[C:13]1[CH:18]=[CH:17][CH:16]=[CH:15][CH:14]=1.C1(CO[CH2:24][C:25]2([OH:39])[CH2:31][O:30][CH2:29][CH2:28][N:27]([C:32]([O:34][C:35]([CH3:38])([CH3:37])[CH3:36])=[O:33])[CH2:26]2)CC1.S([O-])(O)(=O)=O.[Na+]. The catalyst is C1COCC1. The product is [CH2:24]([C:25]1([OH:39])[CH2:31][O:30][CH2:29][CH2:28][N:27]([C:32]([O:34][C:35]([CH3:38])([CH3:37])[CH3:36])=[O:33])[CH2:26]1)[C:13]1[CH:18]=[CH:17][CH:16]=[CH:15][CH:14]=1. The yield is 0.550.